From a dataset of Full USPTO retrosynthesis dataset with 1.9M reactions from patents (1976-2016). Predict the reactants needed to synthesize the given product. (1) Given the product [CH2:12]([C:9]1[C:8]([F:15])=[C:7]([F:16])[C:3]([C:4]([NH:49][C@H:47]([CH:46]([CH3:50])[CH3:45])[CH3:48])=[O:6])=[C:2]([F:1])[C:10]=1[F:11])[CH:13]=[CH2:14], predict the reactants needed to synthesize it. The reactants are: [F:1][C:2]1[C:10]([F:11])=[C:9]([CH2:12][CH:13]=[CH2:14])[C:8]([F:15])=[C:7]([F:16])[C:3]=1[C:4]([OH:6])=O.C1C=CC2N(O)N=NC=2C=1.CCN=C=NCCCN(C)C.C(N(CC)CC)C.[CH3:45][CH:46]([CH3:50])[C@@H:47]([NH2:49])[CH3:48]. (2) The reactants are: [Si]([O:8][C@@H:9]1[C:13]2([CH2:15][CH2:14]2)[C:12](=[O:16])[N:11]([C:17]2[CH:24]=[CH:23][C:20]([C:21]#[N:22])=[C:19]([O:25][CH3:26])[CH:18]=2)[C@H:10]1[CH3:27])(C(C)(C)C)(C)C.CO.Cl.C(=O)([O-])O.[Na+]. Given the product [OH:8][C@@H:9]1[C:13]2([CH2:15][CH2:14]2)[C:12](=[O:16])[N:11]([C:17]2[CH:24]=[CH:23][C:20]([C:21]#[N:22])=[C:19]([O:25][CH3:26])[CH:18]=2)[C@H:10]1[CH3:27], predict the reactants needed to synthesize it. (3) Given the product [CH2:1]([N:8]1[CH2:13][CH2:12][O:11][C@H:10]([CH3:14])[C@@H:9]1[CH3:18])[C:2]1[CH:7]=[CH:6][CH:5]=[CH:4][CH:3]=1.[CH2:1]([N:8]1[CH2:13][CH2:12][O:21][C@@H:18]([CH3:19])[C@@H:9]1[CH3:10])[C:2]1[CH:7]=[CH:6][CH:5]=[CH:4][CH:3]=1, predict the reactants needed to synthesize it. The reactants are: [CH2:1]([N:8]1[CH2:13][CH2:12][O:11][CH:10]([CH3:14])[C:9]1=O)[C:2]1[CH:7]=[CH:6][CH:5]=[CH:4][CH:3]=1.C[Li].[C:18]([OH:21])(=O)[CH3:19].[NH4+].[Cl-]. (4) Given the product [C:29]1([CH3:39])[CH:30]=[CH:31][C:32]([S:35]([OH:38])(=[O:36])=[O:37])=[CH:33][CH:34]=1.[OH:1][CH2:2][CH2:3][O:4][NH:5][C:6]([C:8]1[C:17]([NH:18][C:19]2[CH:24]=[CH:23][C:22]([Br:25])=[CH:21][C:20]=2[Cl:26])=[C:16]([F:27])[C:11]2[N:12]=[CH:13][N:14]([CH3:15])[C:10]=2[CH:9]=1)=[O:7], predict the reactants needed to synthesize it. The reactants are: [OH:1][CH2:2][CH2:3][O:4][NH:5][C:6]([C:8]1[C:17]([NH:18][C:19]2[CH:24]=[CH:23][C:22]([Br:25])=[CH:21][C:20]=2[Cl:26])=[C:16]([F:27])[C:11]2[N:12]=[CH:13][N:14]([CH3:15])[C:10]=2[CH:9]=1)=[O:7].O.[C:29]1([CH3:39])[CH:34]=[CH:33][C:32]([S:35]([OH:38])(=[O:37])=[O:36])=[CH:31][CH:30]=1. (5) Given the product [CH:1]1([CH2:4][C:5]2[S:18][C:17]3[N:19]=[CH:11][N:12]=[C:13]([OH:21])[C:8]=3[N:7]=2)[CH2:3][CH2:2]1, predict the reactants needed to synthesize it. The reactants are: [CH:1]1([CH2:4][C:5]([NH:7][C:8]2C(Cl)=N[CH:11]=[N:12][C:13]=2Cl)=O)[CH2:3][CH2:2]1.N[C:17]([NH2:19])=[S:18].C(O)=[O:21].